From a dataset of Full USPTO retrosynthesis dataset with 1.9M reactions from patents (1976-2016). Predict the reactants needed to synthesize the given product. Given the product [F:1][C:2]1[N:3]=[CH:4][C:5]2[C:10]([CH:11]=1)=[CH:9][C:8]([C:12]1[S:16][C:15]([NH:17][C:18](=[O:19])[O:20][C:21]([CH3:24])([CH3:23])[CH3:22])=[N:14][N:13]=1)=[CH:7][CH:6]=2, predict the reactants needed to synthesize it. The reactants are: [F:1][C:2]1[N:3]=[CH:4][C:5]2[C:10]([CH:11]=1)=[CH:9][C:8]([C:12]1[S:16][C:15]([NH2:17])=[N:14][N:13]=1)=[CH:7][CH:6]=2.[C:18](O[C:18]([O:20][C:21]([CH3:24])([CH3:23])[CH3:22])=[O:19])([O:20][C:21]([CH3:24])([CH3:23])[CH3:22])=[O:19].[Br-].[Li+].